Dataset: Full USPTO retrosynthesis dataset with 1.9M reactions from patents (1976-2016). Task: Predict the reactants needed to synthesize the given product. (1) Given the product [CH2:1]([N:5]1[CH:10]=[CH:9][C:8]([C:11]2[CH:16]=[CH:15][C:14]([C:17]3([CH2:23][OH:24])[CH2:22][CH2:21][O:20][CH2:19][CH2:18]3)=[CH:13][CH:12]=2)=[C:7]([Cl:31])[C:6]1=[O:32])[CH2:2][CH2:3][CH3:4], predict the reactants needed to synthesize it. The reactants are: [CH2:1]([N:5]1[CH:10]=[CH:9][C:8]([C:11]2[CH:16]=[CH:15][C:14]([C:17]3([CH2:23][O:24]C4CCCCO4)[CH2:22][CH2:21][O:20][CH2:19][CH2:18]3)=[CH:13][CH:12]=2)=[C:7]([Cl:31])[C:6]1=[O:32])[CH2:2][CH2:3][CH3:4].C1(C)C=CC(S(O)(=O)=O)=CC=1. (2) The reactants are: [Cl:1][C:2]1[C:3]([O:13][CH:14]([CH3:19])[C:15]([F:18])([F:17])[F:16])=[CH:4][CH:5]=[C:6]2[C:11]=1[C:10](=[O:12])[NH:9][CH2:8][CH2:7]2.[H-].[Na+].[CH2:22]([O:29][C:30]1[C:35]([CH2:36]Cl)=[C:34]([CH3:38])[CH:33]=[C:32]([CH3:39])[N:31]=1)[C:23]1[CH:28]=[CH:27][CH:26]=[CH:25][CH:24]=1.O. Given the product [CH2:22]([O:29][C:30]1[C:35]([CH2:36][N:9]2[CH2:8][CH2:7][C:6]3[C:11](=[C:2]([Cl:1])[C:3]([O:13][CH:14]([CH3:19])[C:15]([F:18])([F:16])[F:17])=[CH:4][CH:5]=3)[C:10]2=[O:12])=[C:34]([CH3:38])[CH:33]=[C:32]([CH3:39])[N:31]=1)[C:23]1[CH:28]=[CH:27][CH:26]=[CH:25][CH:24]=1, predict the reactants needed to synthesize it.